This data is from Full USPTO retrosynthesis dataset with 1.9M reactions from patents (1976-2016). The task is: Predict the reactants needed to synthesize the given product. (1) Given the product [Cl:1][C:2]1[CH:10]=[C:6]([C:7]([NH:19][C@H:20]([C:22]2[CH:34]=[CH:33][C:25]([C:26]([O:28][C:29]([CH3:31])([CH3:30])[CH3:32])=[O:27])=[CH:24][CH:23]=2)[CH3:21])=[O:9])[C:5]([O:11][C:12]2[CH:17]=[CH:16][C:15]([F:18])=[CH:14][CH:13]=2)=[N:4][CH:3]=1, predict the reactants needed to synthesize it. The reactants are: [Cl:1][C:2]1[CH:3]=[N:4][C:5]([O:11][C:12]2[CH:17]=[CH:16][C:15]([F:18])=[CH:14][CH:13]=2)=[C:6]([CH:10]=1)[C:7]([OH:9])=O.[NH2:19][C@H:20]([C:22]1[CH:34]=[CH:33][C:25]([C:26]([O:28][C:29]([CH3:32])([CH3:31])[CH3:30])=[O:27])=[CH:24][CH:23]=1)[CH3:21]. (2) Given the product [Cl:3][C:4]1[CH:5]=[C:6]([C:14]2[O:18][N:17]=[C:16]([C:19]3[C:20]([CH3:33])=[C:21]([CH2:25][CH2:26][CH2:27][C:28]([OH:30])=[O:29])[CH:22]=[CH:23][CH:24]=3)[N:15]=2)[CH:7]=[N:8][C:9]=1[O:10][CH:11]([CH3:13])[CH3:12], predict the reactants needed to synthesize it. The reactants are: [OH-].[Na+].[Cl:3][C:4]1[CH:5]=[C:6]([C:14]2[O:18][N:17]=[C:16]([C:19]3[C:20]([CH3:33])=[C:21]([CH2:25][CH2:26][CH2:27][C:28]([O:30]CC)=[O:29])[CH:22]=[CH:23][CH:24]=3)[N:15]=2)[CH:7]=[N:8][C:9]=1[O:10][CH:11]([CH3:13])[CH3:12].Cl. (3) Given the product [ClH:34].[F:16][C:17]1[CH:36]=[CH:35][C:20]([CH2:21][NH:22][C:23](=[O:24])[C:25]2[CH:26]=[CH:27][C:28]([S:31]([N:9]3[C:10]4[C:15](=[CH:14][CH:13]=[CH:12][CH:11]=4)[C:7]([N:1]4[CH2:2][CH2:3][CH2:4][CH2:5][CH2:6]4)=[CH:8]3)(=[O:33])=[O:32])=[CH:29][CH:30]=2)=[CH:19][C:18]=1[O:37][CH3:38], predict the reactants needed to synthesize it. The reactants are: [N:1]1([C:7]2[C:15]3[C:10](=[CH:11][CH:12]=[CH:13][CH:14]=3)[NH:9][CH:8]=2)[CH2:6][CH2:5][CH2:4][CH2:3][CH2:2]1.[F:16][C:17]1[CH:36]=[CH:35][C:20]([CH2:21][NH:22][C:23]([C:25]2[CH:30]=[CH:29][C:28]([S:31]([Cl:34])(=[O:33])=[O:32])=[CH:27][CH:26]=2)=[O:24])=[CH:19][C:18]=1[O:37][CH3:38]. (4) Given the product [Br:1][C:2]1[N:3]=[C:4]([C:11]([C:13]2[C:18]([C:19]([F:22])([F:21])[F:20])=[CH:17][CH:16]=[CH:15][C:14]=2[Cl:23])=[O:12])[N:5]2[CH:10]=[CH:9][CH:8]=[CH:7][C:6]=12.[Cl:23][C:14]1[CH:15]=[CH:16][CH:17]=[C:18]([C:19]([F:22])([F:21])[F:20])[C:13]=1[C:11]([C:4]1[N:5]2[CH:10]=[CH:9][CH:8]=[CH:7][C:6]2=[C:2]([N:24]2[CH2:29][CH2:28][CH:27]([C:30]([O:32][CH2:33][CH3:34])=[O:31])[CH2:26][CH2:25]2)[N:3]=1)=[O:12], predict the reactants needed to synthesize it. The reactants are: [Br:1][C:2]1[N:3]=[C:4]([C:11]([C:13]2[C:18]([C:19]([F:22])([F:21])[F:20])=[CH:17][CH:16]=[CH:15][C:14]=2[Cl:23])=[O:12])[N:5]2[CH:10]=[CH:9][CH:8]=[CH:7][C:6]=12.[NH:24]1[CH2:29][CH2:28][CH:27]([C:30]([O:32][CH2:33][CH3:34])=[O:31])[CH2:26][CH2:25]1.C([O-])([O-])=O.[Cs+].[Cs+].